From a dataset of Peptide-MHC class I binding affinity with 185,985 pairs from IEDB/IMGT. Regression. Given a peptide amino acid sequence and an MHC pseudo amino acid sequence, predict their binding affinity value. This is MHC class I binding data. (1) The peptide sequence is VEKAVATAPGL. The MHC is Mamu-A11 with pseudo-sequence Mamu-A11. The binding affinity (normalized) is 0.243. (2) The binding affinity (normalized) is 0.568. The MHC is HLA-A02:06 with pseudo-sequence HLA-A02:06. The peptide sequence is IVLEFFMMVL. (3) The peptide sequence is KEKDMTKEF. The MHC is HLA-B58:01 with pseudo-sequence HLA-B58:01. The binding affinity (normalized) is 0.0847. (4) The MHC is Patr-A0301 with pseudo-sequence Patr-A0301. The binding affinity (normalized) is 0. The peptide sequence is KCDELAAKL. (5) The peptide sequence is ASIDNYNKF. The MHC is HLA-A26:01 with pseudo-sequence HLA-A26:01. The binding affinity (normalized) is 0.465. (6) The peptide sequence is DTDISQLHH. The MHC is HLA-B40:01 with pseudo-sequence HLA-B40:01. The binding affinity (normalized) is 0.0847.